From a dataset of NCI-60 drug combinations with 297,098 pairs across 59 cell lines. Regression. Given two drug SMILES strings and cell line genomic features, predict the synergy score measuring deviation from expected non-interaction effect. Drug 1: CC1=CC2C(CCC3(C2CCC3(C(=O)C)OC(=O)C)C)C4(C1=CC(=O)CC4)C. Drug 2: CC12CCC3C(C1CCC2OP(=O)(O)O)CCC4=C3C=CC(=C4)OC(=O)N(CCCl)CCCl.[Na+]. Cell line: UO-31. Synergy scores: CSS=-1.34, Synergy_ZIP=-7.81, Synergy_Bliss=-17.2, Synergy_Loewe=-17.3, Synergy_HSA=-16.9.